From a dataset of Peptide-MHC class II binding affinity with 134,281 pairs from IEDB. Regression. Given a peptide amino acid sequence and an MHC pseudo amino acid sequence, predict their binding affinity value. This is MHC class II binding data. (1) The peptide sequence is ALAQSRYWQIGSMYQGL. The MHC is DRB1_0401 with pseudo-sequence DRB1_0401. The binding affinity (normalized) is 0.211. (2) The peptide sequence is PVQEFTVPRTKYTAT. The MHC is DRB1_1201 with pseudo-sequence DRB1_1201. The binding affinity (normalized) is 0.133. (3) The peptide sequence is EKKYFAATQFEPGAA. The MHC is HLA-DQA10501-DQB10301 with pseudo-sequence HLA-DQA10501-DQB10301. The binding affinity (normalized) is 0.331.